This data is from CYP2C19 inhibition data for predicting drug metabolism from PubChem BioAssay. The task is: Regression/Classification. Given a drug SMILES string, predict its absorption, distribution, metabolism, or excretion properties. Task type varies by dataset: regression for continuous measurements (e.g., permeability, clearance, half-life) or binary classification for categorical outcomes (e.g., BBB penetration, CYP inhibition). Dataset: cyp2c19_veith. (1) The molecule is CC1(CC(=O)O)O[C@H]2CCCCC[C@H]2O1.NCc1ccccc1. The result is 0 (non-inhibitor). (2) The drug is COc1ccc(Oc2ncc3ncc(=O)n(CCC#N)c3n2)cc1. The result is 0 (non-inhibitor).